This data is from Catalyst prediction with 721,799 reactions and 888 catalyst types from USPTO. The task is: Predict which catalyst facilitates the given reaction. (1) Reactant: [OH:1][CH2:2][CH2:3][N:4]1[C:12]2[C:7](=[CH:8][CH:9]=[C:10]([CH2:13][O:14][CH:15]3[CH:20]([C:21]4[CH:26]=[CH:25][C:24]([O:27][CH2:28][CH2:29][CH2:30][O:31][CH2:32][C:33]5[CH:38]=[CH:37][CH:36]=[CH:35][C:34]=5[O:39][CH3:40])=[CH:23][CH:22]=4)[CH2:19][CH2:18][N:17]([C:41]([O:43][C:44]([CH3:47])([CH3:46])[CH3:45])=[O:42])[CH2:16]3)[CH:11]=2)[C:6]([CH3:49])([CH3:48])[CH2:5]1.C(N(CC)CC)C.[C:57]1([CH3:67])[CH:62]=[CH:61][C:60]([S:63](Cl)(=[O:65])=[O:64])=[CH:59][CH:58]=1.O. Product: [CH3:48][C:6]1([CH3:49])[C:7]2[C:12](=[CH:11][C:10]([CH2:13][O:14][CH:15]3[CH:20]([C:21]4[CH:26]=[CH:25][C:24]([O:27][CH2:28][CH2:29][CH2:30][O:31][CH2:32][C:33]5[CH:38]=[CH:37][CH:36]=[CH:35][C:34]=5[O:39][CH3:40])=[CH:23][CH:22]=4)[CH2:19][CH2:18][N:17]([C:41]([O:43][C:44]([CH3:47])([CH3:46])[CH3:45])=[O:42])[CH2:16]3)=[CH:9][CH:8]=2)[N:4]([CH2:3][CH2:2][O:1][S:63]([C:60]2[CH:61]=[CH:62][C:57]([CH3:67])=[CH:58][CH:59]=2)(=[O:65])=[O:64])[CH2:5]1. The catalyst class is: 119. (2) Reactant: [Cl-].Cl[C:3]1[NH:4]S[SH+:6][C:7]=1Cl.[CH3:9][O:10][C:11](=[O:16])/[CH:12]=[C:13](\[NH2:15])/[CH3:14].N1C=CC=CC=1. Product: [C:3]([C:7]1[S:6][N:15]=[C:13]([CH3:14])[C:12]=1[C:11]([O:10][CH3:9])=[O:16])#[N:4]. The catalyst class is: 4. (3) Reactant: [F:1][C:2]([F:33])([F:32])[C:3]1[CH:4]=[C:5]([CH:25]=[C:26]([C:28]([F:31])([F:30])[F:29])[CH:27]=1)[CH2:6][N:7]1[C@H:11]([CH3:12])[C@@H:10]([C:13]2[CH:18]=[C:17]([C:19]([F:22])([F:21])[F:20])[CH:16]=[CH:15][C:14]=2[I:23])[O:9][C:8]1=[O:24].[N+:34]([O-])([OH:36])=[O:35].O. Product: [F:33][C:2]([F:1])([F:32])[C:3]1[CH:4]=[C:5]([CH:25]=[C:26]([C:28]([F:30])([F:29])[F:31])[CH:27]=1)[CH2:6][N:7]1[C@H:11]([CH3:12])[C@@H:10]([C:13]2[CH:18]=[C:17]([C:19]([F:20])([F:21])[F:22])[CH:16]=[C:15]([N+:34]([O-:36])=[O:35])[C:14]=2[I:23])[O:9][C:8]1=[O:24]. The catalyst class is: 25. (4) Reactant: C([O:3][C:4](=[O:27])[C@@H:5]([N:10]1[CH2:14][C:13]([O:15][C:16]2[CH:21]=[CH:20][CH:19]=[C:18]([N:22]([CH3:24])[CH3:23])[C:17]=2[F:25])=[CH:12][C:11]1=[O:26])[CH2:6][CH:7]([CH3:9])[CH3:8])C.O.[OH-].[Li+:30]. Product: [Li+:30].[CH3:24][N:22]([CH3:23])[C:18]1[C:17]([F:25])=[C:16]([CH:21]=[CH:20][CH:19]=1)[O:15][C:13]1[CH2:14][N:10]([C@@H:5]([CH2:6][CH:7]([CH3:9])[CH3:8])[C:4]([O-:27])=[O:3])[C:11](=[O:26])[CH:12]=1. The catalyst class is: 7.